This data is from Reaction yield outcomes from USPTO patents with 853,638 reactions. The task is: Predict the reaction yield, written as a fraction of the theoretical maximum amount of product (1.0 means a 100% yield; for example, 0.34 means a 34% yield). (1) The reactants are [F:1][CH:2]([F:17])[O:3][C:4]1[CH:12]=[C:11]2[C:7]([C:8]([C:15]#[N:16])=[CH:9][N:10]2[CH2:13][CH3:14])=[CH:6][CH:5]=1.B(O[CH:28]([CH3:30])[CH3:29])(OC(C)C)OC(C)C.[Li+].CC([N-]C(C)C)C.CC(C)=[O:41].C(=O)=O.I[C:47]1[CH:53]=[CH:52][C:50]([NH2:51])=[CH:49][CH:48]=1.C([O-])([O-])=O.[K+].[K+]. The catalyst is C1COCC1.CN(C=O)C. The product is [NH2:51][C:50]1[CH:52]=[CH:53][C:47]([C:9]2[N:10]([CH2:13][CH:14]3[CH2:29][CH2:28][CH2:30][O:41]3)[C:11]3[C:7]([C:8]=2[C:15]#[N:16])=[CH:6][CH:5]=[C:4]([O:3][CH:2]([F:1])[F:17])[CH:12]=3)=[CH:48][CH:49]=1. The yield is 0.550. (2) The reactants are F[C:2]1[CH:7]=[CH:6][C:5]([N+:8]([O-:10])=[O:9])=[CH:4][C:3]=1[F:11].CCN(CC)CC.[CH2:19]([O:22][CH2:23][CH2:24][NH:25][CH2:26][CH2:27][O:28][CH2:29][CH2:30][CH3:31])[CH2:20][CH3:21].C(Cl)Cl. The yield is 0.730. The product is [F:11][C:3]1[CH:4]=[C:5]([N+:8]([O-:10])=[O:9])[CH:6]=[CH:7][C:2]=1[N:25]([CH2:26][CH2:27][O:28][CH2:29][CH2:30][CH3:31])[CH2:24][CH2:23][O:22][CH2:19][CH2:20][CH3:21]. The catalyst is CN(C=O)C. (3) The reactants are Br[C:2]1[CH:8]=[C:7]([N+:9]([O-:11])=[O:10])[CH:6]=[CH:5][C:3]=1[NH2:4].[C:12]([CH:14]1[CH2:16][CH2:15]1)#[CH:13]. The catalyst is C(N(CC)CC)C.[Cu]I.Cl[Pd](Cl)([P](C1C=CC=CC=1)(C1C=CC=CC=1)C1C=CC=CC=1)[P](C1C=CC=CC=1)(C1C=CC=CC=1)C1C=CC=CC=1. The product is [CH:14]1([C:12]#[C:13][C:2]2[CH:8]=[C:7]([N+:9]([O-:11])=[O:10])[CH:6]=[CH:5][C:3]=2[NH2:4])[CH2:16][CH2:15]1. The yield is 0.230.